This data is from Catalyst prediction with 721,799 reactions and 888 catalyst types from USPTO. The task is: Predict which catalyst facilitates the given reaction. (1) Reactant: C1(C)C=CC(S([O:10][S:11]([C:14]2[CH:19]=[CH:18][C:17]([CH3:20])=[CH:16][CH:15]=2)(=[O:13])=[O:12])(=O)=O)=CC=1.[F:22][CH2:23][CH:24](O)[CH3:25].C(N(CC)CC)C. Product: [F:22][CH2:23][CH:24]([O:10][S:11]([C:14]1[CH:15]=[CH:16][C:17]([CH3:20])=[CH:18][CH:19]=1)(=[O:13])=[O:12])[CH3:25]. The catalyst class is: 119. (2) Product: [F:31][C:4]1[CH:3]=[C:2]([NH:1][C:42]([NH:41][C:39](=[O:40])[CH2:38][C:32]2[CH:33]=[CH:34][CH:35]=[CH:36][CH:37]=2)=[O:43])[CH:30]=[CH:29][C:5]=1[O:6][C:7]1[CH:12]=[CH:11][N:10]=[C:9]([NH:13][C:14]([N:16]2[CH2:21][CH2:20][CH:19]([N:22]3[CH2:23][CH:24]([N:26]([CH3:27])[CH3:28])[CH2:25]3)[CH2:18][CH2:17]2)=[O:15])[CH:8]=1. Reactant: [NH2:1][C:2]1[CH:30]=[CH:29][C:5]([O:6][C:7]2[CH:12]=[CH:11][N:10]=[C:9]([NH:13][C:14]([N:16]3[CH2:21][CH2:20][CH:19]([N:22]4[CH2:25][CH:24]([N:26]([CH3:28])[CH3:27])[CH2:23]4)[CH2:18][CH2:17]3)=[O:15])[CH:8]=2)=[C:4]([F:31])[CH:3]=1.[C:32]1([CH2:38][C:39]([N:41]=[C:42]=[O:43])=[O:40])[CH:37]=[CH:36][CH:35]=[CH:34][CH:33]=1.C(OCC)C. The catalyst class is: 188. (3) Reactant: [C:1]([O:4][C@@H:5]([C:22]1[CH:27]=[CH:26][C:25]([F:28])=[CH:24][CH:23]=1)[C@@H:6]([NH:14]C(OC(C)(C)C)=O)[C:7](=[O:13])[N:8]1[CH2:12][CH2:11][CH2:10][CH2:9]1)(=[O:3])[CH3:2].[ClH:29]. Product: [ClH:29].[C:1]([O:4][C@@H:5]([C:22]1[CH:27]=[CH:26][C:25]([F:28])=[CH:24][CH:23]=1)[C@@H:6]([NH2:14])[C:7](=[O:13])[N:8]1[CH2:9][CH2:10][CH2:11][CH2:12]1)(=[O:3])[CH3:2]. The catalyst class is: 28. (4) Reactant: [Cl:1][C:2]1[CH:7]=[CH:6][C:5]([C:8]([N:10]([CH3:36])[C@@H:11]2[CH2:16][CH2:15][N:14]([C:17]3[N:22]=[CH:21][C:20]([C:23]([O:25]CC)=[O:24])=[CH:19][CH:18]=3)[CH2:13][C@H:12]2[C:28]2[CH:33]=[CH:32][C:31]([Cl:34])=[C:30]([Cl:35])[CH:29]=2)=[O:9])=[CH:4][CH:3]=1.[OH-].[Na+]. Product: [Cl:1][C:2]1[CH:7]=[CH:6][C:5]([C:8]([N:10]([CH3:36])[C@@H:11]2[CH2:16][CH2:15][N:14]([C:17]3[N:22]=[CH:21][C:20]([C:23]([OH:25])=[O:24])=[CH:19][CH:18]=3)[CH2:13][C@H:12]2[C:28]2[CH:33]=[CH:32][C:31]([Cl:34])=[C:30]([Cl:35])[CH:29]=2)=[O:9])=[CH:4][CH:3]=1. The catalyst class is: 5. (5) Reactant: [C:1]([O:5][C:6]([N:8]1[CH2:13][CH2:12][CH:11]([O:14][C:15]2[CH:20]=[CH:19][C:18]([NH:21][CH2:22]/[CH:23]=[CH:24]/[C:25]3[CH:26]=[C:27]([CH:30]=[CH:31][CH:32]=3)[C:28]#[N:29])=[CH:17][CH:16]=2)[CH2:10][CH2:9]1)=[O:7])([CH3:4])([CH3:3])[CH3:2].C(=O)([O-])[O-].[K+].[K+].Br[CH:40]([CH3:46])[C:41]([O:43][CH2:44][CH3:45])=[O:42].O. Product: [C:1]([O:5][C:6]([N:8]1[CH2:13][CH2:12][CH:11]([O:14][C:15]2[CH:20]=[CH:19][C:18]([N:21]([CH:40]([CH3:46])[C:41]([O:43][CH2:44][CH3:45])=[O:42])[CH2:22]/[CH:23]=[CH:24]/[C:25]3[CH:32]=[CH:31][CH:30]=[C:27]([C:28]#[N:29])[CH:26]=3)=[CH:17][CH:16]=2)[CH2:10][CH2:9]1)=[O:7])([CH3:4])([CH3:2])[CH3:3]. The catalyst class is: 9. (6) Product: [CH3:13][CH:12]([CH3:14])[C@H:9](/[N:8]=[CH:1]/[C:2]1[CH:7]=[CH:6][CH:5]=[CH:4][CH:3]=1)[CH2:10][O:11][Si:23]([CH3:25])([CH3:24])[CH3:22]. The catalyst class is: 4. Reactant: [CH:1](=[N:8][C@@H:9]([CH:12]([CH3:14])[CH3:13])[CH2:10][OH:11])[C:2]1[CH:7]=[CH:6][CH:5]=[CH:4][CH:3]=1.C(N(CC)CC)C.[CH3:22][Si:23](Cl)([CH3:25])[CH3:24]. (7) Reactant: [F:1][C:2]1[CH:3]=[C:4]2[C:8](=[CH:9][CH:10]=1)[C:7](=[CH:11][C:12]1[CH:17]=[CH:16][C:15]([S:18]([CH3:21])(=[O:20])=[O:19])=[CH:14][CH:13]=1)[C:6]([CH3:22])=[C:5]2[CH2:23][C:24]([OH:26])=[O:25].C[O-].[Na+:29]. Product: [F:1][C:2]1[CH:3]=[C:4]2[C:8](=[CH:9][CH:10]=1)[C:7](=[CH:11][C:12]1[CH:17]=[CH:16][C:15]([S:18]([CH3:21])(=[O:19])=[O:20])=[CH:14][CH:13]=1)[C:6]([CH3:22])=[C:5]2[CH2:23][C:24]([O-:26])=[O:25].[Na+:29]. The catalyst class is: 5.